This data is from Full USPTO retrosynthesis dataset with 1.9M reactions from patents (1976-2016). The task is: Predict the reactants needed to synthesize the given product. (1) Given the product [NH2:20][C:4]1[C:3]([NH:21][C:27](=[O:28])[CH2:26][C:22]([CH3:25])([CH3:24])[CH3:23])=[C:2]([CH3:1])[N:7]=[C:6]([NH:8][CH2:9][C:10]2[CH:11]=[CH:12][C:13]([C:16]([F:18])([F:19])[F:17])=[CH:14][CH:15]=2)[N:5]=1, predict the reactants needed to synthesize it. The reactants are: [CH3:1][C:2]1[N:7]=[C:6]([NH:8][CH2:9][C:10]2[CH:15]=[CH:14][C:13]([C:16]([F:19])([F:18])[F:17])=[CH:12][CH:11]=2)[N:5]=[C:4]([NH2:20])[C:3]=1[NH2:21].[C:22]([CH2:26][C:27](Cl)=[O:28])([CH3:25])([CH3:24])[CH3:23]. (2) The reactants are: C(CCP([CH2:12][CH2:13][C:14]([OH:16])=[O:15])CCC(O)=O)(O)=O.C1C(=O)[NH:22][C:20](=O)[N:19]([C@@H:25]2O[C@H](COP(OP(O)(O)=O)(O)=O)[C@@H](O)[C@H:26]2O)C=1.P(OC[C@H]1O[C@@H]([N:57]2C=CC(=O)NC2=O)[C@H](O)[C@@H]1O)(OP(O)(O)=O)(=O)O. Given the product [NH2:57][C@H:13]([C:14]([OH:16])=[O:15])[CH2:12][C:25]1[N:19]=[CH:20][NH:22][CH:26]=1, predict the reactants needed to synthesize it. (3) Given the product [CH3:1][CH:2]([N:19]1[CH:23]=[C:22]([C:24]2[C:25]3[CH:32]=[CH:31][NH:30][C:26]=3[N:27]=[CH:28][N:29]=2)[CH:21]=[N:20]1)[CH2:3][N:4]1[CH2:5][CH2:6][N:7]([S:10]([C:13]2[CH:17]=[CH:16][N:15]([CH3:18])[N:14]=2)(=[O:12])=[O:11])[CH2:8][CH2:9]1, predict the reactants needed to synthesize it. The reactants are: [CH3:1][CH:2]([N:19]1[CH:23]=[C:22]([C:24]2[C:25]3[CH:32]=[CH:31][N:30](COCC[Si](C)(C)C)[C:26]=3[N:27]=[CH:28][N:29]=2)[CH:21]=[N:20]1)[CH2:3][N:4]1[CH2:9][CH2:8][N:7]([S:10]([C:13]2[CH:17]=[CH:16][N:15]([CH3:18])[N:14]=2)(=[O:12])=[O:11])[CH2:6][CH2:5]1.F[B-](F)(F)F.[Li+].[OH-].[NH4+]. (4) Given the product [F:30][C:10]1[CH:11]=[C:12]([C:16]2([OH:29])[CH2:21][CH2:20][N:19]([C:22]([O:24][C:25]([CH3:27])([CH3:26])[CH3:28])=[O:23])[CH2:18][CH2:17]2)[CH:13]=[C:14]([F:15])[C:9]=1[OH:8], predict the reactants needed to synthesize it. The reactants are: [Si]([O:8][C:9]1[C:14]([F:15])=[CH:13][C:12]([C:16]2([OH:29])[CH2:21][CH2:20][N:19]([C:22]([O:24][C:25]([CH3:28])([CH3:27])[CH3:26])=[O:23])[CH2:18][CH2:17]2)=[CH:11][C:10]=1[F:30])(C(C)(C)C)(C)C.[F-].C([N+](CCCC)(CCCC)CCCC)CCC. (5) Given the product [Br:7][C:8]1[C:9]([O:19][CH2:13][C:12]2[CH:17]=[CH:8][CH:9]=[CH:10][CH:11]=2)=[CH:10][C:11]([O:18][CH2:20][C:21]2[CH:26]=[CH:25][CH:24]=[CH:23][CH:22]=2)=[C:12]([CH:17]=1)[C:13]([O:15][CH3:16])=[O:14], predict the reactants needed to synthesize it. The reactants are: C(=O)([O-])[O-].[K+].[K+].[Br:7][C:8]1[C:9]([OH:19])=[CH:10][C:11]([OH:18])=[C:12]([CH:17]=1)[C:13]([O:15][CH3:16])=[O:14].[CH2:20](Br)[C:21]1[CH:26]=[CH:25][CH:24]=[CH:23][CH:22]=1. (6) Given the product [CH3:31][O:30][C:26]1[CH:25]=[C:24]2[C:29]([C:20]([S:19][C:16]3[CH:17]=[CH:18][C:13]([NH:12][C:5]4[C:6]5[C:11](=[CH:10][CH:9]=[CH:8][CH:7]=5)[C:2]([C:40]5[CH2:45][CH2:44][N:43]([C:46]([O:48][C:49]([CH3:52])([CH3:51])[CH3:50])=[O:47])[CH2:42][CH:41]=5)=[N:3][N:4]=4)=[CH:14][CH:15]=3)=[CH:21][CH:22]=[N:23]2)=[N:28][CH:27]=1, predict the reactants needed to synthesize it. The reactants are: Cl[C:2]1[C:11]2[C:6](=[CH:7][CH:8]=[CH:9][CH:10]=2)[C:5]([NH:12][C:13]2[CH:18]=[CH:17][C:16]([S:19][C:20]3[C:29]4[C:24](=[CH:25][C:26]([O:30][CH3:31])=[CH:27][N:28]=4)[N:23]=[CH:22][CH:21]=3)=[CH:15][CH:14]=2)=[N:4][N:3]=1.CC1(C)C(C)(C)OB([C:40]2[CH2:45][CH2:44][N:43]([C:46]([O:48][C:49]([CH3:52])([CH3:51])[CH3:50])=[O:47])[CH2:42][CH:41]=2)O1.C(=O)([O-])[O-].[Na+].[Na+]. (7) Given the product [CH3:31][C:21]1[CH:26]=[CH:25][C:24]([S:27]([O:20][CH2:19][CH:16]2[CH2:15][C:14]3[CH:13]=[CH:12][CH:11]=[C:10]([C:3]4[C:4]([Cl:9])=[CH:5][C:6]([Cl:8])=[CH:7][C:2]=4[Cl:1])[C:18]=3[O:17]2)(=[O:29])=[O:28])=[CH:23][CH:22]=1, predict the reactants needed to synthesize it. The reactants are: [Cl:1][C:2]1[CH:7]=[C:6]([Cl:8])[CH:5]=[C:4]([Cl:9])[C:3]=1[C:10]1[C:18]2[O:17][CH:16]([CH2:19][OH:20])[CH2:15][C:14]=2[CH:13]=[CH:12][CH:11]=1.[C:21]1([CH3:31])[CH:26]=[CH:25][C:24]([S:27](Cl)(=[O:29])=[O:28])=[CH:23][CH:22]=1.